This data is from Forward reaction prediction with 1.9M reactions from USPTO patents (1976-2016). The task is: Predict the product of the given reaction. (1) Given the reactants [Cl:1][C:2]1[CH2:8][CH2:7][N:6]([CH2:9][C:10]2[CH:15]=[CH:14][CH:13]=[CH:12][CH:11]=2)[CH2:5][CH2:4][C:3]=1[CH:16]=O.Cl.[NH2:19][OH:20], predict the reaction product. The product is: [Cl:1][C:2]1[CH2:8][CH2:7][N:6]([CH2:9][C:10]2[CH:15]=[CH:14][CH:13]=[CH:12][CH:11]=2)[CH2:5][CH2:4][C:3]=1[CH:16]=[N:19][OH:20]. (2) Given the reactants [N+:1]([C:4]1[CH:9]=[CH:8][C:7]([OH:10])=[CH:6][CH:5]=1)([O-:3])=[O:2].C([O-])([O-])=O.[Cs+].[Cs+].[Br:17][CH2:18][CH2:19]Br, predict the reaction product. The product is: [Br:17][CH2:18][CH2:19][O:10][C:7]1[CH:8]=[CH:9][C:4]([N+:1]([O-:3])=[O:2])=[CH:5][CH:6]=1. (3) Given the reactants [F:1][C:2]1[CH:7]=[C:6](B2OC(C)(C)C(C)(C)O2)[CH:5]=[CH:4][C:3]=1[C:17]1[N:18]=[CH:19][C:20]([NH2:23])=[N:21][CH:22]=1.Br[C:25]1[CH:30]=[CH:29][CH:28]=[CH:27][C:26]=1[F:31], predict the reaction product. The product is: [F:31][C:26]1[CH:27]=[CH:28][CH:29]=[CH:30][C:25]=1[C:6]1[CH:5]=[CH:4][C:3]([C:17]2[N:18]=[CH:19][C:20]([NH2:23])=[N:21][CH:22]=2)=[C:2]([F:1])[CH:7]=1. (4) Given the reactants [Cl:1][C:2]1[CH:7]=[CH:6][C:5]([Cl:8])=[CH:4][C:3]=1[C:9](=O)[CH3:10].[O:12]1[CH2:17][CH2:16][N:15]([S:18]([C:21]2[CH:22]=[C:23]([CH:28]=[CH:29][CH:30]=2)[C:24]([NH:26][NH2:27])=[O:25])(=[O:20])=[O:19])[CH2:14][CH2:13]1, predict the reaction product. The product is: [Cl:1][C:2]1[CH:7]=[CH:6][C:5]([Cl:8])=[CH:4][C:3]=1/[C:9](=[N:27]/[NH:26][C:24](=[O:25])[C:23]1[CH:28]=[CH:29][CH:30]=[C:21]([S:18]([N:15]2[CH2:16][CH2:17][O:12][CH2:13][CH2:14]2)(=[O:19])=[O:20])[CH:22]=1)/[CH3:10]. (5) Given the reactants [OH:1][CH2:2][C@H:3]1[N:13]2[C:14]3[N:5]([C:6](=[O:16])[CH:7]=[N:8][C:9]=3[CH:10]=[CH:11][C:12]2=[O:15])[CH2:4]1.CCN(CC)CC.[CH3:24][S:25](Cl)(=[O:27])=[O:26], predict the reaction product. The product is: [CH3:24][S:25]([O:1][CH2:2][C@H:3]1[N:13]2[C:14]3[N:5]([C:6](=[O:16])[CH:7]=[N:8][C:9]=3[CH:10]=[CH:11][C:12]2=[O:15])[CH2:4]1)(=[O:27])=[O:26].